Dataset: Reaction yield outcomes from USPTO patents with 853,638 reactions. Task: Predict the reaction yield, written as a fraction of the theoretical maximum amount of product (1.0 means a 100% yield; for example, 0.34 means a 34% yield). (1) The reactants are C1(P(C2C=CC=CC=2)C2C=CC=CC=2)C=CC=CC=1.BrN1C(=O)CCC1=O.[Cl:28][C:29]1[CH:30]=[C:31]([CH:39]([CH2:43][CH:44]2[CH2:48][CH2:47][CH2:46][CH2:45]2)[C:40]([OH:42])=O)[CH:32]=[CH:33][C:34]=1[S:35]([CH3:38])(=[O:37])=[O:36].[NH2:49][C:50]1[CH:55]=[CH:54][C:53]([Cl:56])=[CH:52][N:51]=1.N1C=CC=CC=1. The catalyst is C(Cl)Cl.O. The product is [Cl:28][C:29]1[CH:30]=[C:31]([CH:39]([CH2:43][CH:44]2[CH2:48][CH2:47][CH2:46][CH2:45]2)[C:40]([NH:49][C:50]2[CH:55]=[CH:54][C:53]([Cl:56])=[CH:52][N:51]=2)=[O:42])[CH:32]=[CH:33][C:34]=1[S:35]([CH3:38])(=[O:36])=[O:37]. The yield is 0.410. (2) The reactants are [NH2:1][C@H:2]1[CH2:7][CH:6]=[CH:5][CH2:4][C@H:3]1[C:8]([OH:10])=[O:9].C(N(CC)CC)C.Cl.[CH3:19][C:20]1[CH:29]=[C:28]([CH2:30][O:31][C:32]2[CH:37]=[CH:36][C:35]([S:38](Cl)(=[O:40])=[O:39])=[CH:34][CH:33]=2)[C:27]2[C:22](=[CH:23][CH:24]=[CH:25][CH:26]=2)[N:21]=1. The product is [CH3:19][C:20]1[CH:29]=[C:28]([CH2:30][O:31][C:32]2[CH:37]=[CH:36][C:35]([S:38]([NH:1][C@@H:2]3[C@H:3]([C:8]([OH:10])=[O:9])[CH2:4][CH:5]=[CH:6][CH2:7]3)(=[O:40])=[O:39])=[CH:34][CH:33]=2)[C:27]2[C:22](=[CH:23][CH:24]=[CH:25][CH:26]=2)[N:21]=1. The yield is 0.770. The catalyst is O1CCOCC1.O.